This data is from Forward reaction prediction with 1.9M reactions from USPTO patents (1976-2016). The task is: Predict the product of the given reaction. (1) Given the reactants FC(F)(F)S([O:6][S:7]([C:10]([F:13])([F:12])[F:11])(=[O:9])=[O:8])(=O)=O.[Cl:16][C:17]1[CH:36]=[CH:35][C:20]([O:21][C:22]2[C:31]3[C:26](=[CH:27][C:28](O)=[C:29]([O:32][CH3:33])[CH:30]=3)[N:25]=[CH:24][N:23]=2)=[C:19]([F:37])[CH:18]=1.N1C=CC=CC=1, predict the reaction product. The product is: [Cl:16][C:17]1[CH:36]=[CH:35][C:20]([O:21][C:22]2[C:31]3[C:26](=[CH:27][C:28]([O:6][S:7]([C:10]([F:11])([F:12])[F:13])(=[O:8])=[O:9])=[C:29]([O:32][CH3:33])[CH:30]=3)[N:25]=[CH:24][N:23]=2)=[C:19]([F:37])[CH:18]=1. (2) Given the reactants C([O:3][C:4]([CH:6]1[CH2:11][CH2:10][N:9]([S:12]([C:15]2[CH:20]=[CH:19][C:18]([CH3:21])=[CH:17][CH:16]=2)(=[O:14])=[O:13])[CH2:8][CH2:7]1)=O)C.[H-].[H-].[H-].[H-].[Li+].[Al+3].C1COCC1, predict the reaction product. The product is: [C:18]1([CH3:21])[CH:17]=[CH:16][C:15]([S:12]([N:9]2[CH2:8][CH2:7][CH:6]([CH2:4][OH:3])[CH2:11][CH2:10]2)(=[O:13])=[O:14])=[CH:20][CH:19]=1. (3) The product is: [F:27][C:24]1[CH:23]=[CH:22][C:21]([C:18]2[NH:19][CH:20]=[C:16]([C:13]3[CH2:12][CH2:11][N:10]([CH2:9][CH2:8][C:7]4[CH:34]=[CH:35][C:4]([C:1](=[O:2])[NH:38][CH3:36])=[CH:5][CH:6]=4)[CH2:15][CH:14]=3)[C:17]=2[C:28]2[CH:33]=[CH:32][N:31]=[CH:30][CH:29]=2)=[CH:26][CH:25]=1. Given the reactants [C:1]([C:4]1[CH:35]=[CH:34][C:7]([CH2:8][CH2:9][N:10]2[CH2:15][CH:14]=[C:13]([C:16]3[C:17]([C:28]4[CH:33]=[CH:32][N:31]=[CH:30][CH:29]=4)=[C:18]([C:21]4[CH:26]=[CH:25][C:24]([F:27])=[CH:23][CH:22]=4)[NH:19][CH:20]=3)[CH2:12][CH2:11]2)=[CH:6][CH:5]=1)(O)=[O:2].[C:36](N1C=CN=C1)([N:38]1C=CN=C1)=O.CN.O1CCCC1.C(=O)([O-])O.[Na+], predict the reaction product. (4) The product is: [Br:14][CH2:15][CH2:16][CH2:17][O:7][C:4]1[CH:3]=[CH:2][C:1]([C:8]2[CH:13]=[CH:12][CH:11]=[CH:10][CH:9]=2)=[CH:6][CH:5]=1. Given the reactants [C:1]1([C:8]2[CH:13]=[CH:12][CH:11]=[CH:10][CH:9]=2)[CH:6]=[CH:5][C:4]([OH:7])=[CH:3][CH:2]=1.[Br:14][CH2:15][CH2:16][CH2:17]Br.C([O-])([O-])=O.[Cs+].[Cs+], predict the reaction product. (5) Given the reactants [I:1][C:2]1[C:7]([OH:8])=[CH:6][CH:5]=[CH:4][N:3]=1.C([O-])([O-])=O.[K+].[K+].CN(C=O)C.[CH3:20][O:21][C:22]1[CH:29]=[CH:28][C:25]([CH2:26]Cl)=[CH:24][CH:23]=1, predict the reaction product. The product is: [I:1][C:2]1[C:7]([O:8][CH2:26][C:25]2[CH:28]=[CH:29][C:22]([O:21][CH3:20])=[CH:23][CH:24]=2)=[CH:6][CH:5]=[CH:4][N:3]=1. (6) Given the reactants C(OC(=O)[NH:7][CH2:8][C:9]1[N:13]([C:14]2[CH:19]=[CH:18][CH:17]=[CH:16][CH:15]=2)[C:12]2[CH:20]=[C:21]([F:24])[CH:22]=[CH:23][C:11]=2[N:10]=1)(C)(C)C.[ClH:26], predict the reaction product. The product is: [ClH:26].[F:24][C:21]1[CH:22]=[CH:23][C:11]2[N:10]=[C:9]([CH2:8][NH2:7])[N:13]([C:14]3[CH:19]=[CH:18][CH:17]=[CH:16][CH:15]=3)[C:12]=2[CH:20]=1. (7) Given the reactants [C:1]([O:5][C:6]([N:8]1[CH2:13][CH2:12][C:11]2[N:14]([CH2:19][C:20]3[CH:25]=[CH:24][C:23]([O:26][CH3:27])=[CH:22][CH:21]=3)[N:15]=[C:16]([CH2:17][OH:18])[C:10]=2[CH2:9]1)=[O:7])([CH3:4])([CH3:3])[CH3:2], predict the reaction product. The product is: [C:1]([O:5][C:6]([N:8]1[CH2:13][CH2:12][C:11]2[N:14]([CH2:19][C:20]3[CH:25]=[CH:24][C:23]([O:26][CH3:27])=[CH:22][CH:21]=3)[N:15]=[C:16]([CH:17]=[O:18])[C:10]=2[CH2:9]1)=[O:7])([CH3:4])([CH3:3])[CH3:2]. (8) Given the reactants CS(O[CH2:6][C@H:7]1[CH2:12][N:11]([S:13]([C:16]2[S:17][CH:18]=[CH:19][CH:20]=2)(=[O:15])=[O:14])[CH2:10][CH2:9][N:8]1[C:21]1[CH:26]=[CH:25][C:24]([C:27]([OH:33])([CH3:32])[C:28]([F:31])([F:30])[F:29])=[CH:23][CH:22]=1)(=O)=O.[CH:34]([NH2:37])([CH3:36])[CH3:35], predict the reaction product. The product is: [NH3:8].[F:30][C:28]([F:31])([F:29])[C:27]([C:24]1[CH:23]=[CH:22][C:21]([N:8]2[CH2:9][CH2:10][N:11]([S:13]([C:16]3[S:17][CH:18]=[CH:19][CH:20]=3)(=[O:14])=[O:15])[CH2:12][C@@H:7]2[CH2:6][NH:37][CH:34]([CH3:36])[CH3:35])=[CH:26][CH:25]=1)([OH:33])[CH3:32]. (9) Given the reactants [Cl:1][C:2]1[N:10]=[CH:9][CH:8]=[CH:7][C:3]=1[C:4]([OH:6])=[O:5].[Si](C=[N+]=[N-])(C)(C)[CH3:12], predict the reaction product. The product is: [CH3:12][O:5][C:4](=[O:6])[C:3]1[CH:7]=[CH:8][CH:9]=[N:10][C:2]=1[Cl:1]. (10) Given the reactants Br[C:2]1[C:11]2[C:6](=[C:7]([N+:12]([O-:14])=[O:13])[CH:8]=[CH:9][CH:10]=2)[CH:5]=[CH:4][CH:3]=1.[Cl:15][C:16]1[CH:22]=[CH:21][C:19]([NH2:20])=[CH:18][CH:17]=1.CC1(C)C2C(=C(P(C3C=CC=CC=3)C3C=CC=CC=3)C=CC=2)OC2C(P(C3C=CC=CC=3)C3C=CC=CC=3)=CC=CC1=2, predict the reaction product. The product is: [Cl:15][C:16]1[CH:22]=[CH:21][C:19]([NH:20][C:2]2[C:11]3[C:6](=[C:7]([N+:12]([O-:14])=[O:13])[CH:8]=[CH:9][CH:10]=3)[CH:5]=[CH:4][CH:3]=2)=[CH:18][CH:17]=1.